This data is from Forward reaction prediction with 1.9M reactions from USPTO patents (1976-2016). The task is: Predict the product of the given reaction. (1) Given the reactants [CH2:1]([N:8]1[C:17](=[O:18])[C:16]2[C:11](=[CH:12][C:13]([Cl:19])=[CH:14][CH:15]=2)[N:10]=[C:9]1[CH:20]([NH:24][CH2:25][CH:26]([O:29][CH3:30])[O:27][CH3:28])[CH:21]([CH3:23])[CH3:22])[C:2]1[CH:7]=[CH:6][CH:5]=[CH:4][CH:3]=1.[C:31](Cl)(=[O:38])[C:32]1[CH:37]=[CH:36][CH:35]=[CH:34][CH:33]=1.C(N(CC)CC)C, predict the reaction product. The product is: [CH2:1]([N:8]1[C:17](=[O:18])[C:16]2[C:11](=[CH:12][C:13]([Cl:19])=[CH:14][CH:15]=2)[N:10]=[C:9]1[CH:20]([N:24]([CH2:25][CH:26]([O:27][CH3:28])[O:29][CH3:30])[C:31](=[O:38])[C:32]1[CH:37]=[CH:36][CH:35]=[CH:34][CH:33]=1)[CH:21]([CH3:23])[CH3:22])[C:2]1[CH:7]=[CH:6][CH:5]=[CH:4][CH:3]=1. (2) Given the reactants [C:1]1([C:28]2[CH:33]=[CH:32][CH:31]=[CH:30][CH:29]=2)[CH:6]=[CH:5][C:4]([S:7]([N:10]2[CH2:14][CH2:13][S:12][CH:11]2[C:15]([NH:17][CH:18]([C:22]2[CH:27]=[CH:26][CH:25]=[CH:24][CH:23]=2)[C:19](O)=[O:20])=[O:16])(=[O:9])=[O:8])=[CH:3][CH:2]=1.[NH3:34].O1CCOCC1.C1C=CC2N(O)N=NC=2C=1.CCN=C=NCCCN(C)C.Cl, predict the reaction product. The product is: [NH2:34][C:19](=[O:20])[CH:18]([NH:17][C:15]([CH:11]1[N:10]([S:7]([C:4]2[CH:3]=[CH:2][C:1]([C:28]3[CH:29]=[CH:30][CH:31]=[CH:32][CH:33]=3)=[CH:6][CH:5]=2)(=[O:9])=[O:8])[CH2:14][CH2:13][S:12]1)=[O:16])[C:22]1[CH:27]=[CH:26][CH:25]=[CH:24][CH:23]=1. (3) Given the reactants [C:1]1([CH:7]2[CH2:12][CH2:11][NH:10][CH2:9][CH2:8]2)[CH:6]=[CH:5][CH:4]=[CH:3][CH:2]=1.C([O-])([O-])=O.[K+].[K+].[C:19](#N)[CH3:20], predict the reaction product. The product is: [C:1]1([CH:7]2[CH2:8][CH2:9][N:10]([CH2:12][CH2:7][CH2:8][CH2:9][C:20]3[CH:19]=[CH:3][CH:2]=[CH:1][CH:6]=3)[CH2:11][CH2:12]2)[CH:6]=[CH:5][CH:4]=[CH:3][CH:2]=1. (4) Given the reactants C(OC([N:8]1[CH2:12][CH2:11][C@@H:10]([NH:13][C:14]2[N:19]=[C:18]([C:20](OCC)=[O:21])[C:17]([N+:25]([O-])=O)=[C:16]([NH:28][C:29]3[CH:34]=[CH:33][CH:32]=[CH:31][C:30]=3[O:35][CH3:36])[N:15]=2)[CH2:9]1)=O)(C)(C)C.ClC1N=C([C:44](OCC)=[O:45])C([N+]([O-])=O)=C(NC2C=CC=CC=2OC)N=1.C([N:68]1CCC(N)C1)(OC(C)(C)C)=O.C(N(C(C)C)CC)(C)C, predict the reaction product. The product is: [CH3:36][O:35][C:30]1[CH:31]=[CH:32][CH:33]=[CH:34][C:29]=1[N:28]1[C:44](=[O:45])[NH:25][C:17]2[C:16]1=[N:15][C:14]([NH:13][C@@H:10]1[CH2:11][CH2:12][NH:8][CH2:9]1)=[N:19][C:18]=2[C:20]([NH2:68])=[O:21]. (5) Given the reactants [Cl:1][C:2]1[CH:3]=[C:4]([C@H:8]([O:22][CH2:23][CH2:24][C:25]([NH:27][CH3:28])=[O:26])[C@@H:9]2[CH2:14][CH2:13][CH2:12][N:11](C(OC(C)(C)C)=O)[CH2:10]2)[CH:5]=[CH:6][CH:7]=1, predict the reaction product. The product is: [Cl:1][C:2]1[CH:3]=[C:4]([C@@H:8]([C@@H:9]2[CH2:14][CH2:13][CH2:12][NH:11][CH2:10]2)[O:22][CH2:23][CH2:24][C:25]([NH:27][CH3:28])=[O:26])[CH:5]=[CH:6][CH:7]=1. (6) The product is: [C:1]([O:5][C:6]([N:8]1[C:17]2[C:12](=[CH:13][C:14]([C:23]3[CH:24]=[N:25][CH:26]=[C:21]([CH:19]=[O:20])[CH:22]=3)=[CH:15][N:16]=2)[CH2:11][CH2:10][CH2:9]1)=[O:7])([CH3:4])([CH3:3])[CH3:2]. Given the reactants [C:1]([O:5][C:6]([N:8]1[C:17]2[C:12](=[CH:13][C:14](Br)=[CH:15][N:16]=2)[CH2:11][CH2:10][CH2:9]1)=[O:7])([CH3:4])([CH3:3])[CH3:2].[CH:19]([C:21]1[CH:22]=[C:23](B2OC(C)(C)C(C)(C)O2)[CH:24]=[N:25][CH:26]=1)=[O:20].C(=O)([O-])[O-].[Na+].[Na+], predict the reaction product.